Task: Predict the reaction yield, written as a fraction of the theoretical maximum amount of product (1.0 means a 100% yield; for example, 0.34 means a 34% yield).. Dataset: Reaction yield outcomes from USPTO patents with 853,638 reactions (1) The yield is 0.890. The product is [N:23]1[CH:28]=[CH:27][CH:26]=[N:25][C:24]=1[C:29]1[CH:34]=[CH:33][C:32]([C:35]#[C:36][CH:37]=[O:38])=[CH:31][CH:30]=1. The reactants are CC(OI1(OC(C)=O)(OC(C)=O)OC(=O)C2C=CC=CC1=2)=O.[N:23]1[CH:28]=[CH:27][CH:26]=[N:25][C:24]=1[C:29]1[CH:34]=[CH:33][C:32]([C:35]#[C:36][CH2:37][OH:38])=[CH:31][CH:30]=1.[O-]S([O-])(=S)=O.[Na+].[Na+].C([O-])(O)=O.[Na+]. The catalyst is ClCCl. (2) The product is [CH3:1][N:2]([CH3:3])[CH:4]=[N:24][C:13]1[C:14]([C:16]#[C:17][C:18]2[CH:19]=[CH:20][CH:21]=[CH:22][CH:23]=2)=[N:15][C:10]([CH3:9])=[CH:11][CH:12]=1. The reactants are [CH3:1][N:2]([CH:4](OC)OC)[CH3:3].[CH3:9][C:10]1[N:15]=[C:14]([C:16]#[C:17][C:18]2[CH:23]=[CH:22][CH:21]=[CH:20][CH:19]=2)[C:13]([NH2:24])=[CH:12][CH:11]=1. The yield is 0.150. The catalyst is C1(C)C=CC=CC=1. (3) The reactants are C[O:2][CH:3](OC)[CH2:4][N:5]([CH2:11][CH:12]=[CH2:13])[C:6](=[O:10])[O:7][CH2:8][CH3:9]. The catalyst is C(O)=O. The product is [O:2]=[CH:3][CH2:4][N:5]([CH2:11][CH:12]=[CH2:13])[C:6](=[O:10])[O:7][CH2:8][CH3:9]. The yield is 0.500. (4) The reactants are [C:1](Cl)(=[O:8])[C:2]1[CH:7]=[CH:6][CH:5]=[CH:4][CH:3]=1.[Cl:10][C:11]1[CH:12]=[CH:13][C:14]([O:33][CH2:34][C:35]2[CH:40]=[CH:39][C:38]([F:41])=[CH:37][C:36]=2[F:42])=[C:15]([C:17]2[N:18]([C:23]3[CH:24]=[C:25]([S:29]([NH2:32])(=[O:31])=[O:30])[CH:26]=[CH:27][CH:28]=3)[C:19]([CH3:22])=[CH:20][CH:21]=2)[CH:16]=1.C(N(CC)CC)C. The catalyst is CN(C1C=CN=CC=1)C.ClCCl. The product is [Cl:10][C:11]1[CH:12]=[CH:13][C:14]([O:33][CH2:34][C:35]2[CH:40]=[CH:39][C:38]([F:41])=[CH:37][C:36]=2[F:42])=[C:15]([C:17]2[N:18]([C:23]3[CH:24]=[C:25]([S:29]([NH:32][C:1]([C:2]4[CH:7]=[CH:6][CH:5]=[CH:4][CH:3]=4)=[O:8])(=[O:31])=[O:30])[CH:26]=[CH:27][CH:28]=3)[C:19]([CH3:22])=[CH:20][CH:21]=2)[CH:16]=1. The yield is 0.810. (5) The reactants are [C:1]1([OH:7])[CH:6]=[CH:5][CH:4]=[CH:3][CH:2]=1.[H-].[Na+].[Br:10][C:11]1[CH:12]=[C:13]([O:25][C:26]2[CH:31]=[CH:30][CH:29]=[CH:28][CH:27]=2)[C:14]([NH:17][C:18]2[S:19][CH:20]=[C:21]([CH2:23]Cl)[N:22]=2)=[N:15][CH:16]=1. The catalyst is C1COCC1. The product is [Br:10][C:11]1[CH:12]=[C:13]([O:25][C:26]2[CH:27]=[CH:28][CH:29]=[CH:30][CH:31]=2)[C:14]([NH:17][C:18]2[S:19][CH:20]=[C:21]([CH2:23][O:7][C:1]3[CH:6]=[CH:5][CH:4]=[CH:3][CH:2]=3)[N:22]=2)=[N:15][CH:16]=1. The yield is 0.204. (6) The reactants are [CH:1]([O:4][C:5]1[CH:10]=[CH:9][CH:8]=[CH:7][C:6]=1[N:11]1[CH2:16][CH2:15][N:14]([CH2:17][CH:18]2[O:22][N:21]=[C:20]([CH2:23][N:24]3[C:32]4[C:27](=[CH:28][CH:29]=[C:30]([NH2:33])[CH:31]=4)[CH2:26][CH2:25]3)[CH2:19]2)[CH2:13][CH2:12]1)([CH3:3])[CH3:2].[F:34][C:35]1[CH:42]=[CH:41][CH:40]=[C:39]([F:43])[C:36]=1[CH:37]=O.C(O[BH-](OC(=O)C)OC(=O)C)(=O)C.[Na+].[OH-].[Na+]. The catalyst is ClCCl.C(O)(=O)C. The product is [F:34][C:35]1[CH:42]=[CH:41][CH:40]=[C:39]([F:43])[C:36]=1[CH2:37][NH:33][C:30]1[CH:31]=[C:32]2[C:27]([CH2:26][CH2:25][N:24]2[CH2:23][C:20]2[CH2:19][CH:18]([CH2:17][N:14]3[CH2:13][CH2:12][N:11]([C:6]4[CH:7]=[CH:8][CH:9]=[CH:10][C:5]=4[O:4][CH:1]([CH3:3])[CH3:2])[CH2:16][CH2:15]3)[O:22][N:21]=2)=[CH:28][CH:29]=1. The yield is 0.123.